This data is from Tyrosyl-DNA phosphodiesterase HTS with 341,365 compounds. The task is: Binary Classification. Given a drug SMILES string, predict its activity (active/inactive) in a high-throughput screening assay against a specified biological target. (1) The compound is o1c2c(c(=O)cc1C(=O)Nc1cc(OC)ccc1)cccc2. The result is 0 (inactive). (2) The molecule is O=C(Nc1cc2[nH]c(=O)[nH]c2cc1)C(N1CCN(CC1)Cc1cc2OCOc2cc1)C. The result is 0 (inactive). (3) The drug is O(C1C2N(C(=O)C1C)c1c(OC2\C=C\C)ccc(OC)c1)COC. The result is 0 (inactive). (4) The molecule is s1c(N2C(CCC2)C(=O)NCCCN2CC(CC(C2)C)C)nn2c1nc(cc2=O)C. The result is 0 (inactive).